From a dataset of Forward reaction prediction with 1.9M reactions from USPTO patents (1976-2016). Predict the product of the given reaction. (1) Given the reactants [CH3:1][O:2][C:3]1[N:8]=[CH:7][C:6]([C:9]2[N:17]3[C:12]([CH:13]=[N:14][C:15]([NH:18][C:19]4[CH:24]=[CH:23][CH:22]=[C:21]([NH2:25])[CH:20]=4)=[N:16]3)=[CH:11][CH:10]=2)=[CH:5][CH:4]=1.[CH3:26][O:27][C@H:28]([CH3:32])[C:29](O)=[O:30].CN(C)C=O.C([O-])(O)=O.[Na+], predict the reaction product. The product is: [CH3:26][O:27][C@H:28]([CH3:32])[C:29]([NH:25][C:21]1[CH:22]=[CH:23][CH:24]=[C:19]([NH:18][C:15]2[N:14]=[CH:13][C:12]3=[CH:11][CH:10]=[C:9]([C:6]4[CH:7]=[N:8][C:3]([O:2][CH3:1])=[CH:4][CH:5]=4)[N:17]3[N:16]=2)[CH:20]=1)=[O:30]. (2) Given the reactants [OH:1][CH2:2][C@H:3]1[N:8]([S:9]([C:12]2[CH:17]=[CH:16][C:15]([CH3:18])=[CH:14][CH:13]=2)(=[O:11])=[O:10])[CH2:7][C@H:6]([OH:19])[C@@H:5]([C:20]2[CH:25]=[CH:24][C:23]([O:26][CH3:27])=[CH:22][CH:21]=2)[CH2:4]1.N1C=CN=C1.[CH:33]([Si:36]([CH:41]([CH3:43])[CH3:42])([CH:38]([CH3:40])[CH3:39])Cl)([CH3:35])[CH3:34], predict the reaction product. The product is: [CH3:27][O:26][C:23]1[CH:22]=[CH:21][C:20]([C@H:5]2[CH2:4][C@@H:3]([CH2:2][O:1][Si:36]([CH:41]([CH3:43])[CH3:42])([CH:38]([CH3:40])[CH3:39])[CH:33]([CH3:35])[CH3:34])[N:8]([S:9]([C:12]3[CH:13]=[CH:14][C:15]([CH3:18])=[CH:16][CH:17]=3)(=[O:10])=[O:11])[CH2:7][C@@H:6]2[OH:19])=[CH:25][CH:24]=1. (3) Given the reactants [CH3:1][C:2]([CH3:5])([O-])[CH3:3].[Na+].[C:7]1([CH2:13]P(OCC)(=O)OCC)[CH:12]=[CH:11][CH:10]=[CH:9][CH:8]=1.[CH:22]([C:24]1[CH:29]=[CH:28][C:27]([P:30]([C:39]2[CH:44]=[CH:43][C:42]([CH:45]=O)=[CH:41][CH:40]=2)[C:31]2[CH:36]=[CH:35][C:34]([CH:37]=O)=[CH:33][CH:32]=2)=[CH:26][CH:25]=1)=O.Cl, predict the reaction product. The product is: [C:24]1([CH:22]=[CH:13][C:7]2[CH:8]=[CH:9][CH:10]=[CH:11][CH:12]=2)[CH:25]=[CH:26][C:27]([P:30]([C:31]2[CH:32]=[CH:33][C:34]([CH:37]=[CH:22][C:24]3[CH:29]=[CH:28][CH:27]=[CH:26][CH:25]=3)=[CH:35][CH:36]=2)[C:39]2[CH:40]=[CH:41][C:42]([CH:45]=[CH:1][C:2]3[CH:5]=[CH:36][CH:31]=[CH:32][CH:3]=3)=[CH:43][CH:44]=2)=[CH:28][CH:29]=1. (4) Given the reactants [CH2:1]([C:8]1[C:9]([CH3:14])=[N:10][NH:11][C:12]=1[NH2:13])[C:2]1[CH:7]=[CH:6][CH:5]=[CH:4][CH:3]=1.O=[C:16]([C:22]1[CH:27]=[CH:26][CH:25]=[CH:24][CH:23]=1)[CH2:17][C:18](OC)=[O:19].CC(=O)OCC, predict the reaction product. The product is: [CH2:1]([C:8]1[C:9]([CH3:14])=[N:10][N:11]2[C:18](=[O:19])[CH:17]=[C:16]([C:22]3[CH:27]=[CH:26][CH:25]=[CH:24][CH:23]=3)[NH:13][C:12]=12)[C:2]1[CH:3]=[CH:4][CH:5]=[CH:6][CH:7]=1.